This data is from Forward reaction prediction with 1.9M reactions from USPTO patents (1976-2016). The task is: Predict the product of the given reaction. (1) Given the reactants [CH3:1][C:2]1[CH:10]=[CH:9][C:8]([N:11]2[C:16](=[O:17])[NH:15][C:14](=[O:18])[CH:13]=[N:12]2)=[CH:7][C:3]=1[C:4]([OH:6])=O.[Cl:19][C:20]1[CH:25]=[CH:24][CH:23]=[CH:22][C:21]=1[CH2:26][CH2:27][NH2:28], predict the reaction product. The product is: [Cl:19][C:20]1[CH:25]=[CH:24][CH:23]=[CH:22][C:21]=1[CH2:26][CH2:27][NH:28][C:4](=[O:6])[C:3]1[CH:7]=[C:8]([N:11]2[C:16](=[O:17])[NH:15][C:14](=[O:18])[CH:13]=[N:12]2)[CH:9]=[CH:10][C:2]=1[CH3:1]. (2) Given the reactants [CH2:1]([O:3][P:4]([CH2:9][CH2:10][CH2:11][CH:12]=[CH2:13])(=[O:8])[O:5][CH2:6][CH3:7])[CH3:2].C([Li])(CC)C.C1CCCCC1.I[CH2:26][CH2:27][CH2:28][CH2:29][CH2:30][CH2:31][CH2:32][CH2:33][CH2:34][CH3:35], predict the reaction product. The product is: [CH2:6]([O:5][P:4]([CH:9]([CH2:26][CH2:27][CH2:28][CH2:29][CH2:30][CH2:31][CH2:32][CH2:33][CH2:34][CH3:35])[CH2:10][CH2:11][CH:12]=[CH2:13])(=[O:8])[O:3][CH2:1][CH3:2])[CH3:7]. (3) Given the reactants C(OC(N1CCN(C2C(=O)N(CC(C)C)N=C(C3C=CC(F)=C(F)C=3)C=2C)CC1)=O)(C)(C)C.[C:34]([C:37]1[C:38](=[O:55])[N:39]([CH2:51][CH:52]([CH3:54])[CH3:53])[N:40]=[C:41]([C:43]2[CH:48]=[CH:47][C:46]([F:49])=[CH:45][C:44]=2[F:50])[CH:42]=1)(O)=[O:35], predict the reaction product. The product is: [F:50][C:44]1[CH:45]=[C:46]([F:49])[CH:47]=[CH:48][C:43]=1[C:41]1[CH:42]=[C:37]([CH2:34][OH:35])[C:38](=[O:55])[N:39]([CH2:51][CH:52]([CH3:53])[CH3:54])[N:40]=1. (4) Given the reactants [N:1]1[N:5]2[CH2:6][CH2:7][CH2:8][CH2:9][C:4]2=[CH:3][C:2]=1[CH2:10][OH:11], predict the reaction product. The product is: [N:1]1[N:5]2[CH2:6][CH2:7][CH2:8][CH2:9][C:4]2=[CH:3][C:2]=1[CH:10]=[O:11]. (5) Given the reactants Cl.[NH2:2][C@@H:3]([CH2:25][CH:26]1[CH2:30][CH2:29][CH2:28][CH2:27]1)[C:4]([NH:6][C@H:7]1[CH2:13][CH2:12][C@@H:11]([CH3:14])[N:10]([S:15]([C:18]2[CH:23]=[CH:22][CH:21]=[CH:20][N:19]=2)(=[O:17])=[O:16])[CH2:9][C@@H:8]1[OH:24])=[O:5].[C:31]1([N:37]2[C:41]([C:42](O)=[O:43])=[CH:40][N:39]=[N:38]2)[CH:36]=[CH:35][CH:34]=[CH:33][CH:32]=1.CC(OI1(OC(C)=O)(OC(C)=O)OC(=O)C2C=CC=CC1=2)=O, predict the reaction product. The product is: [CH:26]1([CH2:25][C@H:3]([NH:2][C:42]([C:41]2[N:37]([C:31]3[CH:32]=[CH:33][CH:34]=[CH:35][CH:36]=3)[N:38]=[N:39][CH:40]=2)=[O:43])[C:4](=[O:5])[NH:6][C@H:7]2[CH2:13][CH2:12][C@@H:11]([CH3:14])[N:10]([S:15]([C:18]3[CH:23]=[CH:22][CH:21]=[CH:20][N:19]=3)(=[O:16])=[O:17])[CH2:9][C:8]2=[O:24])[CH2:27][CH2:28][CH2:29][CH2:30]1. (6) Given the reactants F[C:2]1[CH:3]=[C:4]2[C:9](=[CH:10][CH:11]=1)[C:8](=[O:12])[NH:7][CH2:6][CH2:5]2.[C:13]([O:17][C:18]([N:20]1[CH2:25][CH2:24][NH:23][CH2:22][CH2:21]1)=[O:19])([CH3:16])([CH3:15])[CH3:14].O, predict the reaction product. The product is: [C:13]([O:17][C:18]([N:20]1[CH2:25][CH2:24][N:23]([C:2]2[CH:3]=[C:4]3[C:9](=[CH:10][CH:11]=2)[C:8](=[O:12])[NH:7][CH2:6][CH2:5]3)[CH2:22][CH2:21]1)=[O:19])([CH3:16])([CH3:14])[CH3:15]. (7) Given the reactants O1[C:5]2([CH2:10][CH2:9][CH:8]([N:11]3[C:16](=[O:17])[C:15]([CH2:18][C:19]4[CH:24]=[CH:23][C:22]([C:25]5[CH:30]=[CH:29][CH:28]=[CH:27][C:26]=5[C:31]5[NH:35][C:34](=[O:36])[O:33][N:32]=5)=[CH:21][CH:20]=4)=[C:14]([CH2:37][CH2:38][CH3:39])[N:13]4[N:40]=[CH:41][N:42]=[C:12]34)[CH2:7][CH2:6]2)[O:4]CC1.Cl.O1CCCC1, predict the reaction product. The product is: [O:4]=[C:5]1[CH2:10][CH2:9][CH:8]([N:11]2[C:16](=[O:17])[C:15]([CH2:18][C:19]3[CH:20]=[CH:21][C:22]([C:25]4[CH:30]=[CH:29][CH:28]=[CH:27][C:26]=4[C:31]4[NH:35][C:34](=[O:36])[O:33][N:32]=4)=[CH:23][CH:24]=3)=[C:14]([CH2:37][CH2:38][CH3:39])[N:13]3[N:40]=[CH:41][N:42]=[C:12]23)[CH2:7][CH2:6]1. (8) Given the reactants [OH-].[K+].C(OC(=O)[NH:12][CH2:13][C:14]1[S:15][CH:16]=[C:17]([C:19]2[CH:24]=[C:23]([C:25]([CH3:28])([CH3:27])[CH3:26])[C:22]([OH:29])=[C:21]([C:30]([CH3:33])([CH3:32])[CH3:31])[CH:20]=2)[N:18]=1)C1C=CC=CC=1, predict the reaction product. The product is: [NH2:12][CH2:13][C:14]1[S:15][CH:16]=[C:17]([C:19]2[CH:24]=[C:23]([C:25]([CH3:26])([CH3:27])[CH3:28])[C:22]([OH:29])=[C:21]([C:30]([CH3:33])([CH3:32])[CH3:31])[CH:20]=2)[N:18]=1. (9) The product is: [CH2:14]([N:1]1[CH2:6][CH2:5][O:4][C@H:3]([C:7]2[CH:8]=[CH:9][C:10]([NH2:13])=[N:11][CH:12]=2)[CH2:2]1)[CH2:15][CH2:16][CH2:17][CH3:18]. Given the reactants [NH:1]1[CH2:6][CH2:5][O:4][C@H:3]([C:7]2[CH:8]=[CH:9][C:10]([NH2:13])=[N:11][CH:12]=2)[CH2:2]1.[CH:14](=O)[CH2:15][CH2:16][CH2:17][CH3:18].C(O[BH-](OC(=O)C)OC(=O)C)(=O)C.[Na+], predict the reaction product. (10) Given the reactants C[O:2][C:3]([C:5]1[CH:14]=[C:13]2[C:8]([CH:9]([NH:15][C:16]([O:18][C:19]([CH3:22])([CH3:21])[CH3:20])=[O:17])[CH2:10][CH2:11][S:12]2)=[CH:7][C:6]=1[CH3:23])=[O:4].C(=O)([O-])[O-].[K+].[K+], predict the reaction product. The product is: [C:19]([O:18][C:16]([NH:15][CH:9]1[C:8]2[C:13](=[CH:14][C:5]([C:3]([OH:4])=[O:2])=[C:6]([CH3:23])[CH:7]=2)[S:12][CH2:11][CH2:10]1)=[O:17])([CH3:22])([CH3:20])[CH3:21].